From a dataset of Full USPTO retrosynthesis dataset with 1.9M reactions from patents (1976-2016). Predict the reactants needed to synthesize the given product. (1) Given the product [O:1]1[C:6]2[CH:7]=[CH:8][CH:9]=[CH:10][C:5]=2[O:4][CH2:3][C@@H:2]1[CH2:11][N:12]1[CH2:17][CH2:16][CH2:15][C@H:14]([C:18]2[CH:19]=[C:20]([CH:21]=[CH:22][CH:23]=2)[O:24][CH2:28][C:29]([OH:31])=[O:30])[CH2:13]1, predict the reactants needed to synthesize it. The reactants are: [O:1]1[C:6]2[CH:7]=[CH:8][CH:9]=[CH:10][C:5]=2[O:4][CH2:3][C@@H:2]1[CH2:11][N:12]1[CH2:17][CH2:16][CH2:15][C@H:14]([C:18]2[CH:19]=[C:20]([OH:24])[CH:21]=[CH:22][CH:23]=2)[CH2:13]1.[H-].[Na+].Br[CH2:28][C:29]([O:31]CC)=[O:30].CC(C)([O-])C.[K+]. (2) Given the product [CH3:1][O:2][C:3](=[O:24])[CH:4]([CH2:18][CH2:19][CH2:39][CH2:38][NH:37][C:30]([CH:29]1[CH2:33][CH2:34][CH2:35][N:28]1[C:25](=[O:27])[CH3:26])=[O:32])[C:5]1[C:13]2[C:8](=[CH:9][CH:10]=[CH:11][CH:12]=2)[N:7]([C:14]([O:16][CH3:17])=[O:15])[CH:6]=1, predict the reactants needed to synthesize it. The reactants are: [CH3:1][O:2][C:3](=[O:24])[CH:4]([CH2:18][CH2:19]OCCN)[C:5]1[C:13]2[C:8](=[CH:9][CH:10]=[CH:11][CH:12]=2)[N:7]([C:14]([O:16][CH3:17])=[O:15])[CH:6]=1.[C:25]([N:28]1[CH2:35][CH2:34][CH2:33][C@H:29]1[C:30]([OH:32])=O)(=[O:27])[CH3:26].O[N:37]1C(=O)C[CH2:39][C:38]1=O.C1(N=C=NC2CCCCC2)CCCCC1.